Dataset: Forward reaction prediction with 1.9M reactions from USPTO patents (1976-2016). Task: Predict the product of the given reaction. (1) Given the reactants [O:1]=[S:2]1(=[O:16])[CH2:6][CH2:5][CH2:4][N:3]1[C:7]1[CH:15]=[CH:14][C:10]([C:11]([OH:13])=O)=[CH:9][CH:8]=1.[Cl:17][C:18]1[C:19]([N:25]2[CH2:30][CH2:29][NH:28][CH2:27][CH2:26]2)=[N:20][CH:21]=[C:22]([Cl:24])[CH:23]=1, predict the reaction product. The product is: [Cl:17][C:18]1[C:19]([N:25]2[CH2:30][CH2:29][N:28]([C:11]([C:10]3[CH:9]=[CH:8][C:7]([N:3]4[CH2:4][CH2:5][CH2:6][S:2]4(=[O:1])=[O:16])=[CH:15][CH:14]=3)=[O:13])[CH2:27][CH2:26]2)=[N:20][CH:21]=[C:22]([Cl:24])[CH:23]=1. (2) Given the reactants [CH3:1]/[CH:2]=[CH:3]/[C:4]([CH:6]1[C:11]([CH3:13])([CH3:12])[CH2:10][CH:9]=[CH:8][CH:7]1[CH3:14])=[O:5].C1CCN2C(=NCCC2)CC1.[SH:26][CH2:27][C:28]([O:30][CH2:31][CH2:32][O:33][CH3:34])=[O:29], predict the reaction product. The product is: [O:5]=[C:4]([CH:6]1[C:11]([CH3:12])([CH3:13])[CH2:10][CH:9]=[CH:8][CH:7]1[CH3:14])[CH2:3][CH:2]([S:26][CH2:27][C:28]([O:30][CH2:31][CH2:32][O:33][CH3:34])=[O:29])[CH3:1]. (3) The product is: [CH2:12]([O:11][CH2:10][C:9]([CH3:8])([CH3:18])[CH2:14][OH:13])[CH2:15][CH2:16][CH3:17]. Given the reactants CC(C)(CO)CO.[CH3:8][C:9]1([CH3:18])[CH2:14][O:13][CH:12]([CH2:15][CH2:16][CH3:17])[O:11][CH2:10]1.P(=O)(O)(O)O, predict the reaction product.